From a dataset of Peptide-MHC class II binding affinity with 134,281 pairs from IEDB. Regression. Given a peptide amino acid sequence and an MHC pseudo amino acid sequence, predict their binding affinity value. This is MHC class II binding data. The peptide sequence is GVDNFCVKVLAPYMP. The MHC is DRB4_0103 with pseudo-sequence DRB4_0103. The binding affinity (normalized) is 0.593.